Predict the product of the given reaction. From a dataset of Forward reaction prediction with 1.9M reactions from USPTO patents (1976-2016). (1) The product is: [F:38][C:32]1[CH:33]=[C:34]([CH3:37])[CH:35]=[CH:36][C:31]=1[CH2:30][N:8]1[C:6]2=[N:7][C:2]([CH3:1])=[CH:3][CH:4]=[C:5]2[C:10]([C:11]2[N:12]=[N:13][C:14]3[C:19]4([CH2:21][CH2:20]4)[C:18](=[O:22])[NH:17][C:15]=3[N:16]=2)=[N:9]1. Given the reactants [CH3:1][C:2]1[N:7]=[C:6]2[NH:8][N:9]=[C:10]([C:11]3[N:12]=[N:13][C:14]4[C:19]5([CH2:21][CH2:20]5)[C:18](=[O:22])[NH:17][C:15]=4[N:16]=3)[C:5]2=[CH:4][CH:3]=1.C(=O)([O-])[O-].[Cs+].[Cs+].Br[CH2:30][C:31]1[CH:36]=[CH:35][C:34]([CH3:37])=[CH:33][C:32]=1[F:38].O, predict the reaction product. (2) Given the reactants Br[C:2]1[CH:3]=[C:4]([NH:10][C:11]2[CH:16]=[C:15]([CH3:17])[CH:14]=[C:13]([CH3:18])[N:12]=2)[C:5]([C:8]#[N:9])=[N:6][CH:7]=1.CC1(C)C2C(=C(P(C3C=CC=CC=3)C3C=CC=CC=3)C=CC=2)OC2C(P(C3C=CC=CC=3)C3C=CC=CC=3)=CC=CC1=2.C(=O)([O-])[O-].[Cs+].[Cs+].[CH3:67][O:68][C:69]1[CH:76]=[C:75]([O:77][CH3:78])[CH:74]=[CH:73][C:70]=1[CH2:71][NH2:72], predict the reaction product. The product is: [CH3:67][O:68][C:69]1[CH:76]=[C:75]([O:77][CH3:78])[CH:74]=[CH:73][C:70]=1[CH2:71][NH:72][C:2]1[CH:3]=[C:4]([NH:10][C:11]2[CH:16]=[C:15]([CH3:17])[CH:14]=[C:13]([CH3:18])[N:12]=2)[C:5]([C:8]#[N:9])=[N:6][CH:7]=1. (3) The product is: [Br:1][C:2]1[C:7]2[N:8]([C:29]3[CH:30]=[CH:31][CH:32]=[CH:33][CH:34]=3)[C:9]([CH:11]([NH:13][C:14]3[N:22]=[CH:21][N:20]=[C:19]4[C:15]=3[N:16]=[CH:17][NH:18]4)[CH3:12])=[N:10][C:6]=2[CH:5]=[CH:4][C:3]=1[O:35][CH3:36]. Given the reactants [Br:1][C:2]1[C:7]2[N:8]([C:29]3[CH:34]=[CH:33][CH:32]=[CH:31][CH:30]=3)[C:9]([C@@H:11]([NH:13][C:14]3[N:22]=[CH:21][N:20]=[C:19]4[C:15]=3[N:16]=[CH:17][N:18]4C3CCCCO3)[CH3:12])=[N:10][C:6]=2[CH:5]=[CH:4][C:3]=1[O:35][CH3:36], predict the reaction product. (4) Given the reactants [Cl:1][C:2]1[C:11]([NH2:12])=[C:10]([NH:13][CH2:14][CH:15]([CH3:17])[CH3:16])[C:9]2[C:4](=[CH:5][CH:6]=[CH:7][CH:8]=2)[N:3]=1.[N:18]#[C:19][Br:20], predict the reaction product. The product is: [BrH:20].[Cl:1][C:2]1[C:11]2[N:12]=[C:19]([NH2:18])[N:13]([CH2:14][CH:15]([CH3:17])[CH3:16])[C:10]=2[C:9]2[CH:8]=[CH:7][CH:6]=[CH:5][C:4]=2[N:3]=1. (5) Given the reactants [Cl:1][C:2]1[CH:3]=[C:4]2[C:8](=[CH:9][CH:10]=1)[NH:7][C:6]([C:11]([OH:13])=O)=[CH:5]2.Cl.CN(C)CCCN=C=NCC.O.ON1C2C=CC=CC=2N=N1.Cl.[CH3:38][N:39]1[CH2:44][CH2:43][C:42]2[N:45]=[C:46]([C:48]([NH:50][C@@H:51]3[CH2:55][CH2:54][CH2:53][C@H:52]3[NH2:56])=[O:49])[S:47][C:41]=2[CH2:40]1, predict the reaction product. The product is: [ClH:1].[Cl:1][C:2]1[CH:3]=[C:4]2[C:8](=[CH:9][CH:10]=1)[NH:7][C:6]([C:11]([NH:56][C@@H:52]1[CH2:53][CH2:54][CH2:55][C@H:51]1[NH:50][C:48]([C:46]1[S:47][C:41]3[CH2:40][N:39]([CH3:38])[CH2:44][CH2:43][C:42]=3[N:45]=1)=[O:49])=[O:13])=[CH:5]2.